Dataset: Full USPTO retrosynthesis dataset with 1.9M reactions from patents (1976-2016). Task: Predict the reactants needed to synthesize the given product. (1) Given the product [N:26]1[C:27]2[C:22](=[CH:21][C:20]([CH2:19][N:16]3[C:14]4=[N:15][C:10]([C:7]5[CH:8]=[CH:9][C:4]([C:3]([OH:30])=[O:2])=[CH:5][CH:6]=5)=[CH:11][CH:12]=[C:13]4[N:18]=[N:17]3)=[CH:29][CH:28]=2)[CH:23]=[CH:24][CH:25]=1, predict the reactants needed to synthesize it. The reactants are: C[O:2][C:3](=[O:30])[C:4]1[CH:9]=[CH:8][C:7]([C:10]2[N:15]=[C:14]3[N:16]([CH2:19][C:20]4[CH:21]=[C:22]5[C:27](=[CH:28][CH:29]=4)[N:26]=[CH:25][CH:24]=[CH:23]5)[N:17]=[N:18][C:13]3=[CH:12][CH:11]=2)=[CH:6][CH:5]=1.[OH-].[Li+].Cl. (2) Given the product [CH3:1][C:2]1[N:3]=[CH:4][S:5][C:6]=1[C:7]1[CH:23]=[CH:22][C:10]([CH2:11][NH2:12])=[CH:9][CH:8]=1, predict the reactants needed to synthesize it. The reactants are: [CH3:1][C:2]1[N:3]=[CH:4][S:5][C:6]=1[C:7]1[CH:23]=[CH:22][C:10]([CH2:11][NH:12]C(=O)OCC[Si](C)(C)C)=[CH:9][CH:8]=1.[F-].C([N+](CCCC)(CCCC)CCCC)CCC.C1COCC1. (3) Given the product [CH3:20][C:17]1([CH3:19])[C:16]([CH3:21])([CH3:22])[O:15][B:14]([C:25]2[CH:42]=[CH:41][C:28]3[N:29]=[C:30]([NH:32][C:33]([CH:35]4[CH2:40][CH2:39][CH2:38][CH2:37][CH2:36]4)=[O:34])[S:31][C:27]=3[CH:26]=2)[O:18]1, predict the reactants needed to synthesize it. The reactants are: C([O-])(=O)C.[K+].[CH3:21][C:16]1([CH3:22])[C:17]([CH3:20])([CH3:19])[O:18][B:14]([B:14]2[O:18][C:17]([CH3:20])([CH3:19])[C:16]([CH3:22])([CH3:21])[O:15]2)[O:15]1.Br[C:25]1[CH:42]=[CH:41][C:28]2[N:29]=[C:30]([NH:32][C:33]([CH:35]3[CH2:40][CH2:39][CH2:38][CH2:37][CH2:36]3)=[O:34])[S:31][C:27]=2[CH:26]=1.O1CCOCC1. (4) Given the product [CH3:1][CH2:2][C@@H:3]([C@@H:5]1[NH:73][C:71](=[O:72])[C@H:70]([CH2:74][CH2:75][CH2:76][NH:77][C:78]([NH2:80])=[NH:79])[NH:69][C:67](=[O:68])[C@H:66]([CH2:81][C:82]([OH:84])=[O:83])[NH:65][C:63](=[O:64])[C@H:62]([CH2:85][CH2:86][S:87][CH3:88])[NH:61][C:59](=[O:60])[C@H:58]([CH2:89][CH2:90][CH2:91][NH:92][C:93]([NH2:95])=[NH:94])[NH:57][C:55](=[O:56])[CH2:54][NH:53][C:51](=[O:52])[CH2:50][NH:49][C:47](=[O:48])[C@H:46]([CH2:96][C:97]2[CH:98]=[CH:99][CH:100]=[CH:101][CH:102]=2)[NH:45][C:43](=[O:44])[C@@H:42]([NH:103][C:104]([C@@H:106]([NH:109][C:110]([C@@H:112]([NH:115][C:116]([C@@H:118]([NH:126][C:127]([C@@H:129]([NH:137][C:138]([C@@H:140]([NH:145][C:146]([C@@H:148]([NH2:151])[CH2:149][OH:150])=[O:147])[CH2:141][CH:142]([CH3:143])[CH3:144])=[O:139])[CH2:130][CH2:131][CH2:132][NH:133][C:134]([NH2:136])=[NH:135])=[O:128])[CH2:119][CH2:120][CH2:121][NH:122][C:123]([NH2:125])=[NH:124])=[O:117])[CH2:113][OH:114])=[O:111])[CH2:107][OH:108])=[O:105])[CH2:41][S:40][S:39][CH2:38][C@@H:37]([C:152]([NH:154][C@H:155]([C:160]([NH:162][C@H:163]([C:166]([NH:168][C@H:169]([C:177]([NH:179][C@H:180]([C:188]([NH:190][C@H:191]([C:200]([OH:202])=[O:201])[CH2:192][C:193]2[CH:194]=[CH:195][C:196]([OH:199])=[CH:197][CH:198]=2)=[O:189])[CH2:181][CH2:182][CH2:183][NH:184][C:185]([NH2:187])=[NH:186])=[O:178])[CH2:170][C:171]2[CH:176]=[CH:175][CH:174]=[CH:173][CH:172]=2)=[O:167])[CH2:164][OH:165])=[O:161])[CH2:156][C:157]([NH2:159])=[O:158])=[O:153])[NH:36][C:34](=[O:35])[CH2:33][NH:32][C:30](=[O:31])[C@H:29]([CH2:203][CH:204]([CH3:205])[CH3:206])[NH:28][C:26](=[O:27])[CH2:25][NH:24][C:22](=[O:23])[C@H:21]([CH2:207][OH:208])[NH:20][C:18](=[O:19])[C@H:17]([CH2:209][CH2:210][C:211]([NH2:213])=[O:212])[NH:16][C:14](=[O:15])[C@H:13]([CH3:214])[NH:12][C:10](=[O:11])[CH2:9][NH:8][C:6]1=[O:7])[CH3:4].[NH2:215][C@H:216]([C:219]([OH:221])=[O:220])[CH2:217][SH:218], predict the reactants needed to synthesize it. The reactants are: [CH3:1][CH2:2][C@@H:3]([C@@H:5]1[NH:73][C:71](=[O:72])[C@H:70]([CH2:74][CH2:75][CH2:76][NH:77][C:78]([NH2:80])=[NH:79])[NH:69][C:67](=[O:68])[C@H:66]([CH2:81][C:82]([OH:84])=[O:83])[NH:65][C:63](=[O:64])[C@H:62]([CH2:85][CH2:86][S:87][CH3:88])[NH:61][C:59](=[O:60])[C@H:58]([CH2:89][CH2:90][CH2:91][NH:92][C:93]([NH2:95])=[NH:94])[NH:57][C:55](=[O:56])[CH2:54][NH:53][C:51](=[O:52])[CH2:50][NH:49][C:47](=[O:48])[C@H:46]([CH2:96][C:97]2[CH:98]=[CH:99][CH:100]=[CH:101][CH:102]=2)[NH:45][C:43](=[O:44])[C@@H:42]([NH:103][C:104]([C@@H:106]([NH:109][C:110]([C@@H:112]([NH:115][C:116]([C@@H:118]([NH:126][C:127]([C@@H:129]([NH:137][C:138]([C@@H:140]([NH:145][C:146]([C@@H:148]([NH2:151])[CH2:149][OH:150])=[O:147])[CH2:141][CH:142]([CH3:144])[CH3:143])=[O:139])[CH2:130][CH2:131][CH2:132][NH:133][C:134]([NH2:136])=[NH:135])=[O:128])[CH2:119][CH2:120][CH2:121][NH:122][C:123]([NH2:125])=[NH:124])=[O:117])[CH2:113][OH:114])=[O:111])[CH2:107][OH:108])=[O:105])[CH2:41][S:40][S:39][CH2:38][C@@H:37]([C:152]([NH:154][C@H:155]([C:160]([NH:162][C@H:163]([C:166]([NH:168][C@H:169]([C:177]([NH:179][C@H:180]([C:188]([NH:190][C@H:191]([C:200]([OH:202])=[O:201])[CH2:192][C:193]2[CH:194]=[CH:195][C:196]([OH:199])=[CH:197][CH:198]=2)=[O:189])[CH2:181][CH2:182][CH2:183][NH:184][C:185]([NH2:187])=[NH:186])=[O:178])[CH2:170][C:171]2[CH:172]=[CH:173][CH:174]=[CH:175][CH:176]=2)=[O:167])[CH2:164][OH:165])=[O:161])[CH2:156][C:157]([NH2:159])=[O:158])=[O:153])[NH:36][C:34](=[O:35])[CH2:33][NH:32][C:30](=[O:31])[C@H:29]([CH2:203][CH:204]([CH3:206])[CH3:205])[NH:28][C:26](=[O:27])[CH2:25][NH:24][C:22](=[O:23])[C@H:21]([CH2:207][OH:208])[NH:20][C:18](=[O:19])[C@H:17]([CH2:209][CH2:210][C:211]([NH2:213])=[O:212])[NH:16][C:14](=[O:15])[C@H:13]([CH3:214])[NH:12][C:10](=[O:11])[CH2:9][NH:8][C:6]1=[O:7])[CH3:4].[NH2:215][C@H:216]([C:219]([OH:221])=[O:220])[CH2:217][SH:218]. (5) Given the product [CH:1]1[CH:2]=[CH:3][N:4]2[CH2:10][C:9]3[CH:11]=[CH:12][CH:13]=[CH:14][C:8]=3[N:7]([C:15]([C:17]3[CH:22]=[CH:21][C:20]([C:23]4[CH2:28][CH2:27][CH2:26][CH2:25][C:24]=4[C:42]4[CH:47]=[CH:46][CH:45]=[C:44]([O:48][CH3:49])[CH:43]=4)=[C:19]([CH3:29])[CH:18]=3)=[O:16])[CH2:6][C:5]=12, predict the reactants needed to synthesize it. The reactants are: [CH:1]1[CH:2]=[CH:3][N:4]2[CH2:10][C:9]3[CH:11]=[CH:12][CH:13]=[CH:14][C:8]=3[N:7]([C:15]([C:17]3[CH:22]=[CH:21][C:20]([C:23]4[CH2:28][CH2:27][CH2:26][CH2:25][CH:24]=4)=[C:19]([CH3:29])[CH:18]=3)=[O:16])[CH2:6][C:5]=12.FC(F)(F)S(OC1CCCCC=1[C:42]1[CH:47]=[CH:46][CH:45]=[C:44]([O:48][CH3:49])[CH:43]=1)(=O)=O. (6) Given the product [F:1][C:2]1[C:7]2[C:8]([C:18](=[O:21])[NH:19][CH3:20])=[C:9]([C:11]3[CH:16]=[CH:15][C:14]([F:17])=[CH:13][CH:12]=3)[O:10][C:6]=2[CH:5]=[CH:4][C:3]=1[C:22]1[C:23]([CH3:34])=[CH:24][C:25]([O:32][CH3:33])=[C:26]([CH:31]=1)[C:27]([OH:29])=[O:28], predict the reactants needed to synthesize it. The reactants are: [F:1][C:2]1[C:7]2[C:8]([C:18](=[O:21])[NH:19][CH3:20])=[C:9]([C:11]3[CH:16]=[CH:15][C:14]([F:17])=[CH:13][CH:12]=3)[O:10][C:6]=2[CH:5]=[CH:4][C:3]=1[C:22]1[C:23]([CH3:34])=[CH:24][C:25]([O:32][CH3:33])=[C:26]([CH:31]=1)[C:27]([O:29]C)=[O:28].CO.[OH-].[Na+].Cl. (7) Given the product [C:1]([O:5][C:6]([NH:8][CH:9]([C:21]1[CH:22]=[CH:23][CH:24]=[CH:25][CH:26]=1)[C:10]1[CH:11]=[C:12]([CH:18]=[CH:19][CH:20]=1)[O:13][CH2:14][C:15]([O:17][CH2:55][CH2:56][CH2:57][CH2:58][CH2:59][CH:60]1[O:64][CH2:63][CH2:62][O:61]1)=[O:16])=[O:7])([CH3:4])([CH3:2])[CH3:3], predict the reactants needed to synthesize it. The reactants are: [C:1]([O:5][C:6]([NH:8][CH:9]([C:21]1[CH:26]=[CH:25][CH:24]=[CH:23][CH:22]=1)[C:10]1[CH:11]=[C:12]([CH:18]=[CH:19][CH:20]=1)[O:13][CH2:14][C:15]([OH:17])=[O:16])=[O:7])([CH3:4])([CH3:3])[CH3:2].N(C(C1C=CC=CC=1)C1C=C(C=CC=1)OCC1C=CC(C(O)=O)=CC=1)=[N+]=[N-].Br[CH2:55][CH2:56][CH2:57][CH2:58][CH2:59][CH:60]1[O:64][CH2:63][CH2:62][O:61]1.ClCCCC1OCCO1. (8) Given the product [Cl:1][C:2]1[CH:7]=[CH:6][C:5]([C:8]2[S:16][C:15]3[C:14](=[O:17])[N:13]([C:18]4[CH:23]=[CH:22][C:21]([O:24][CH2:25][CH2:26][N:27]([CH2:28][C:29]5[CH:30]=[CH:31][C:32]([CH:35]([CH3:37])[CH3:36])=[CH:33][CH:34]=5)[CH3:40])=[C:20]([O:38][CH3:39])[CH:19]=4)[CH:12]=[N:11][C:10]=3[CH:9]=2)=[CH:4][CH:3]=1, predict the reactants needed to synthesize it. The reactants are: [Cl:1][C:2]1[CH:7]=[CH:6][C:5]([C:8]2[S:16][C:15]3[C:14](=[O:17])[N:13]([C:18]4[CH:23]=[CH:22][C:21]([O:24][CH2:25][CH2:26][NH:27][CH2:28][C:29]5[CH:34]=[CH:33][C:32]([CH:35]([CH3:37])[CH3:36])=[CH:31][CH:30]=5)=[C:20]([O:38][CH3:39])[CH:19]=4)[CH:12]=[N:11][C:10]=3[CH:9]=2)=[CH:4][CH:3]=1.[CH2:40]=O. (9) Given the product [NH:39]1[CH:35]=[CH:36][CH:37]=[C:38]1[C:40]([NH:42][C@@H:43]([C:45]([NH:47][C@H:48]1[CH2:52][C:51](=[O:53])[O:50][C@@H:49]1[O:54][CH2:55][C:56]1[CH:61]=[CH:60][CH:59]=[CH:58][CH:57]=1)=[O:46])[CH3:44])=[O:41], predict the reactants needed to synthesize it. The reactants are: C(C1NC(C(N[C@H](C(NC(C=O)CC(O)=O)=O)C)=O)=CC=1)C1C=CC=CC=1.C([C:35]1[NH:39][C:38]([C:40]([NH:42][C@@H:43]([C:45]([NH:47][C@H:48]2[CH2:52][C:51](=[O:53])[O:50][C@@H:49]2[O:54][CH2:55][C:56]2[CH:61]=[CH:60][CH:59]=[CH:58][CH:57]=2)=[O:46])[CH3:44])=[O:41])=[CH:37][CH:36]=1)C1C=CC=CC=1.[K+].[Br-].